Dataset: Catalyst prediction with 721,799 reactions and 888 catalyst types from USPTO. Task: Predict which catalyst facilitates the given reaction. (1) Reactant: [OH-].[Li+].C[O:4][C:5]([C@H:7]1[N:12]2[C:13](=[O:28])[C@@H:14]([NH:19][C:20](=[O:27])[C:21]3[CH:26]=[CH:25][CH:24]=[CH:23][CH:22]=3)[CH2:15][CH2:16][C:17](=[O:18])[N:11]2[CH2:10][CH2:9][CH2:8]1)=[O:6]. Product: [C:20]([NH:19][C@@H:14]1[C:13](=[O:28])[N:12]2[C@H:7]([C:5]([OH:6])=[O:4])[CH2:8][CH2:9][CH2:10][N:11]2[C:17](=[O:18])[CH2:16][CH2:15]1)(=[O:27])[C:21]1[CH:26]=[CH:25][CH:24]=[CH:23][CH:22]=1. The catalyst class is: 5. (2) Reactant: [Cl:1][C:2]1[CH:3]=[C:4]2[C:9](=[CH:10][CH:11]=1)[CH2:8][N:7]([C:12]([O:14][CH2:15][C@@:16]([OH:28])([CH3:27])[CH2:17][N:18]1[CH:22]=[C:21]([N+:23]([O-:25])=[O:24])[N:20]=[C:19]1Cl)=[O:13])[CH2:6][CH2:5]2.[H-].[Na+]. Product: [Cl:1][C:2]1[CH:3]=[C:4]2[C:9](=[CH:10][CH:11]=1)[CH2:8][N:7]([C:12]([O:14][CH2:15][C@:16]1([CH3:27])[O:28][C:19]3=[N:20][C:21]([N+:23]([O-:25])=[O:24])=[CH:22][N:18]3[CH2:17]1)=[O:13])[CH2:6][CH2:5]2. The catalyst class is: 3. (3) Reactant: [Br:1][C:2]1[CH:10]=[CH:9][C:5]([C:6]([OH:8])=O)=[CH:4][CH:3]=1.[N:11]1[CH:16]=[CH:15][CH:14]=[CH:13][C:12]=1[NH2:17].O=P(Cl)(Cl)Cl. Product: [Br:1][C:2]1[CH:3]=[CH:4][C:5]([C:6]([NH:17][C:12]2[CH:13]=[CH:14][CH:15]=[CH:16][N:11]=2)=[O:8])=[CH:9][CH:10]=1. The catalyst class is: 17. (4) The catalyst class is: 12. Reactant: [CH3:1][C:2]1[CH:7]=[CH:6][C:5]([NH:8]C(=O)OC(C)(C)C)=[CH:4][C:3]=1[NH:16][C:17]([C:19]1[S:27][C:22]2=[N:23][CH:24]=[CH:25][N:26]=[C:21]2[CH:20]=1)=[O:18].[ClH:28].O1CCOCC1. Product: [ClH:28].[NH2:8][C:5]1[CH:6]=[CH:7][C:2]([CH3:1])=[C:3]([NH:16][C:17]([C:19]2[S:27][C:22]3=[N:23][CH:24]=[CH:25][N:26]=[C:21]3[CH:20]=2)=[O:18])[CH:4]=1.